This data is from Reaction yield outcomes from USPTO patents with 853,638 reactions. The task is: Predict the reaction yield, written as a fraction of the theoretical maximum amount of product (1.0 means a 100% yield; for example, 0.34 means a 34% yield). (1) The reactants are [CH2:1]([N:8]1[CH2:15][CH:14]2[NH:16][CH:10]([CH2:11][CH2:12][CH2:13]2)[CH2:9]1)[C:2]1[CH:7]=[CH:6][CH:5]=[CH:4][CH:3]=1.[C:17]([O:21][C:22](=O)[O:23]C(C)(C)C)([CH3:20])([CH3:19])[CH3:18].C(N(CC)CC)C. The catalyst is C(Cl)Cl. The product is [C:17]([O:21][C:22]([N:16]1[CH:14]2[CH2:13][CH2:12][CH2:11][CH:10]1[CH2:9][N:8]([CH2:1][C:2]1[CH:3]=[CH:4][CH:5]=[CH:6][CH:7]=1)[CH2:15]2)=[O:23])([CH3:20])([CH3:19])[CH3:18]. The yield is 0.410. (2) The reactants are [Cl:1][C:2]1[CH:17]=[CH:16][C:5]([CH2:6][NH:7][CH2:8][C:9]2[CH:14]=[CH:13][C:12]([Cl:15])=[CH:11][CH:10]=2)=[CH:4][CH:3]=1.[CH2:18]([O:20][C@H:21]([C:34]([O:36][CH2:37][CH3:38])=[O:35])[CH2:22][C:23]1[CH:33]=[CH:32][C:26]([O:27][CH2:28][C:29](O)=[O:30])=[CH:25][CH:24]=1)[CH3:19].C(N(CC)C(C)C)(C)C.F[B-](F)(F)F.N1(OC(N(C)C)=[N+](C)C)C2C=CC=CC=2N=N1. The catalyst is C(Cl)Cl. The product is [Cl:1][C:2]1[CH:3]=[CH:4][C:5]([CH2:6][N:7]([CH2:8][C:9]2[CH:14]=[CH:13][C:12]([Cl:15])=[CH:11][CH:10]=2)[C:29](=[O:30])[CH2:28][O:27][C:26]2[CH:25]=[CH:24][C:23]([CH2:22][C@H:21]([O:20][CH2:18][CH3:19])[C:34]([O:36][CH2:37][CH3:38])=[O:35])=[CH:33][CH:32]=2)=[CH:16][CH:17]=1. The yield is 0.620. (3) The reactants are [O:1]=[S:2]1(=[O:24])[C:7]2[CH:8]=[CH:9][CH:10]=[CH:11][C:6]=2[CH2:5][CH:4]([CH2:12][N:13]([CH2:21][CH:22]=C)[C:14](=[O:20])[O:15][C:16]([CH3:19])([CH3:18])[CH3:17])[NH:3]1.I([O-])(=O)(=O)=[O:26].[Na+].[BH4-].[Na+].CC(C)=O. The catalyst is O1CCOCC1.O.C(O)C.[Os](=O)(=O)(=O)=O. The product is [O:1]=[S:2]1(=[O:24])[C:7]2[CH:8]=[CH:9][CH:10]=[CH:11][C:6]=2[CH2:5][CH:4]([CH2:12][N:13]([CH2:21][CH2:22][OH:26])[C:14](=[O:20])[O:15][C:16]([CH3:19])([CH3:18])[CH3:17])[NH:3]1. The yield is 0.550. (4) The reactants are Br[C:2]1[CH:9]=[CH:8][C:5]([C:6]#[N:7])=[CH:4][C:3]=1[CH3:10].[B:11]1([B:11]2[O:15][C:14]([CH3:17])([CH3:16])[C:13]([CH3:19])([CH3:18])[O:12]2)[O:15][C:14]([CH3:17])([CH3:16])[C:13]([CH3:19])([CH3:18])[O:12]1.C([O-])(=O)C.[K+]. The catalyst is CN(C)C=O.C([O-])(=O)C.[Pd+2].C([O-])(=O)C. The product is [CH3:10][C:3]1[CH:4]=[C:5]([CH:8]=[CH:9][C:2]=1[B:11]1[O:15][C:14]([CH3:17])([CH3:16])[C:13]([CH3:19])([CH3:18])[O:12]1)[C:6]#[N:7]. The yield is 0.440. (5) The reactants are N[C:2]1[CH:10]=[CH:9][C:5]([C:6]([OH:8])=[O:7])=[C:4]([N+:11]([O-:13])=[O:12])[CH:3]=1.[OH:14]S(O)(=O)=O.N([O-])=O.[Na+]. The catalyst is O. The product is [OH:14][C:2]1[CH:10]=[CH:9][C:5]([C:6]([OH:8])=[O:7])=[C:4]([N+:11]([O-:13])=[O:12])[CH:3]=1. The yield is 0.540.